The task is: Predict the product of the given reaction.. This data is from Forward reaction prediction with 1.9M reactions from USPTO patents (1976-2016). (1) Given the reactants [CH3:1][O:2][C:3]1[CH:4]=[C:5]2[C:9](=[CH:10][C:11]=1[O:12][CH3:13])[C:8](=[O:14])[CH2:7][CH2:6]2.[N:15]1[CH:20]=[CH:19][C:18]([CH:21]=O)=[CH:17][CH:16]=1.C1(C)C=CC(S(O)(=O)=O)=CC=1.C(=O)([O-])[O-].[Na+].[Na+], predict the reaction product. The product is: [CH3:1][O:2][C:3]1[CH:4]=[C:5]2[C:9](=[CH:10][C:11]=1[O:12][CH3:13])[C:8](=[O:14])[C:7](=[CH:21][C:18]1[CH:19]=[CH:20][N:15]=[CH:16][CH:17]=1)[CH2:6]2. (2) Given the reactants [N+:1]([C:4]1[CH:9]=[CH:8][C:7]([NH:10][CH:11]2[CH2:16][CH2:15][CH:14]([OH:17])[CH2:13][CH2:12]2)=[CH:6][C:5]=1[C:18]([F:21])([F:20])[F:19])([O-:3])=[O:2].[H-].[Na+].Cl[CH2:25][C:26]([N:28]1[CH2:33][CH2:32][N:31]([CH2:34][CH:35]2[CH2:39][C:38]3[CH:40]=[C:41]([Cl:44])[CH:42]=[CH:43][C:37]=3[O:36]2)[CH2:30][CH2:29]1)=[O:27], predict the reaction product. The product is: [Cl:44][C:41]1[CH:42]=[CH:43][C:37]2[O:36][CH:35]([CH2:34][N:31]3[CH2:30][CH2:29][N:28]([C:26](=[O:27])[CH2:25][O:17][CH:14]4[CH2:15][CH2:16][CH:11]([NH:10][C:7]5[CH:8]=[CH:9][C:4]([N+:1]([O-:3])=[O:2])=[C:5]([C:18]([F:19])([F:20])[F:21])[CH:6]=5)[CH2:12][CH2:13]4)[CH2:33][CH2:32]3)[CH2:39][C:38]=2[CH:40]=1. (3) Given the reactants [CH:1]([NH:4][C:5]([C:7]1[C:15]2[C:10](=[N:11][CH:12]=[C:13]([O:16][C:17]3[CH:22]=[CH:21][CH:20]=[CH:19][CH:18]=3)[N:14]=2)[N:9](COCC[Si](C)(C)C)[CH:8]=1)=[O:6])([CH3:3])[CH3:2].FC(F)(F)C(O)=O, predict the reaction product. The product is: [CH:1]([NH:4][C:5]([C:7]1[C:15]2[C:10](=[N:11][CH:12]=[C:13]([O:16][C:17]3[CH:22]=[CH:21][CH:20]=[CH:19][CH:18]=3)[N:14]=2)[NH:9][CH:8]=1)=[O:6])([CH3:3])[CH3:2].